This data is from Full USPTO retrosynthesis dataset with 1.9M reactions from patents (1976-2016). The task is: Predict the reactants needed to synthesize the given product. (1) Given the product [CH3:21][C:16]1[CH:17]=[C:18]2[C:13](=[CH:14][CH:15]=1)[C:12](=[O:23])[C@H:11]1[C@@H:19]2[CH2:20][NH:8][CH2:9][CH2:10]1, predict the reactants needed to synthesize it. The reactants are: C([N:8]1[CH2:20][C@H:19]2[C@H:11]([C:12](=[O:23])[C:13]3[C:18]2=[CH:17][C:16]([CH3:21])=[CH:15][C:14]=3Br)[CH2:10][CH2:9]1)C1C=CC=CC=1. (2) Given the product [N:1]([C@@H:4]([C@H:34]([C:42]1[CH:43]=[C:44]([F:49])[CH:45]=[C:46]([F:48])[CH:47]=1)[C:35]1[CH:36]=[CH:37][C:38]([F:41])=[CH:39][CH:40]=1)[C:5]([NH:7][C:8]1[CH:9]=[N:10][CH:11]=[C:12]([F:33])[C:13]=1[CH2:14][CH2:15][C@H:16]([NH:23][S:24]([C:27]1[CH:32]=[CH:31][CH:30]=[CH:29][CH:28]=1)(=[O:25])=[O:26])[CH2:17][N:18]([CH2:19][C@@H:20]([OH:22])[CH3:21])[C:51](=[O:50])[O:53][C:54]([CH3:57])([CH3:56])[CH3:55])=[O:6])=[N+:2]=[N-:3], predict the reactants needed to synthesize it. The reactants are: [N:1]([C@@H:4]([C@H:34]([C:42]1[CH:47]=[C:46]([F:48])[CH:45]=[C:44]([F:49])[CH:43]=1)[C:35]1[CH:40]=[CH:39][C:38]([F:41])=[CH:37][CH:36]=1)[C:5]([NH:7][C:8]1[CH:9]=[N:10][CH:11]=[C:12]([F:33])[C:13]=1[CH2:14][CH2:15][C@@H:16]([NH:23][S:24]([C:27]1[CH:32]=[CH:31][CH:30]=[CH:29][CH:28]=1)(=[O:26])=[O:25])[CH2:17][NH:18][CH2:19][C@@H:20]([OH:22])[CH3:21])=[O:6])=[N+:2]=[N-:3].[O:50](C(OC(C)(C)C)=O)[C:51]([O:53][C:54]([CH3:57])([CH3:56])[CH3:55])=O. (3) Given the product [Br:21][C:22]1[CH:23]=[C:24]2[C:28](=[CH:29][CH:30]=1)[N:27]([CH:31]1[CH2:36][CH2:35][CH2:34][CH2:33][O:32]1)[N:26]=[C:25]2[C:37]1[CH:42]=[C:41]([O:43][CH2:44][C:45]2[CH:46]=[CH:47][C:48]([O:51][CH3:52])=[CH:49][CH:50]=2)[N:40]=[C:39]([O:18][C@H:3]2[C@H:2]([F:1])[CH2:7][CH2:6][N:5]([C:8]([O:10][CH2:11][C:12]3[CH:13]=[CH:14][CH:15]=[CH:16][CH:17]=3)=[O:9])[CH2:4]2)[N:38]=1, predict the reactants needed to synthesize it. The reactants are: [F:1][C@@H:2]1[CH2:7][CH2:6][N:5]([C:8]([O:10][CH2:11][C:12]2[CH:17]=[CH:16][CH:15]=[CH:14][CH:13]=2)=[O:9])[CH2:4][C@H:3]1[OH:18].[H-].[Na+].[Br:21][C:22]1[CH:23]=[C:24]2[C:28](=[CH:29][CH:30]=1)[N:27]([CH:31]1[CH2:36][CH2:35][CH2:34][CH2:33][O:32]1)[N:26]=[C:25]2[C:37]1[CH:42]=[C:41]([O:43][CH2:44][C:45]2[CH:50]=[CH:49][C:48]([O:51][CH3:52])=[CH:47][CH:46]=2)[N:40]=[C:39](S(C)(=O)=O)[N:38]=1. (4) Given the product [CH3:1][C:2]1[N:11]=[C:10]([N:12]([C:13]2[C:18]([O:19][CH3:20])=[CH:17][C:16]([O:21][CH3:22])=[CH:15][C:14]=2[O:23][CH3:24])[CH3:25])[C:9]2[C:4](=[CH:5][CH:6]=[CH:7][CH:8]=2)[N:3]=1, predict the reactants needed to synthesize it. The reactants are: [CH3:1][C:2]1[N:11]=[C:10]([NH:12][C:13]2[C:18]([O:19][CH3:20])=[CH:17][C:16]([O:21][CH3:22])=[CH:15][C:14]=2[O:23][CH3:24])[C:9]2[C:4](=[CH:5][CH:6]=[CH:7][CH:8]=2)[N:3]=1.[CH3:25]I.